Dataset: Forward reaction prediction with 1.9M reactions from USPTO patents (1976-2016). Task: Predict the product of the given reaction. Given the reactants [Br:1][C:2]1[CH:7]=[CH:6][C:5]([C@:8](B2OC(C)(C)C(C)(C)O2)([CH:10]2CC2)[CH3:9])=[CH:4][CH:3]=1.ClCCl.C(N[CH:29]([CH3:31])[CH3:30])(C)C.[Li].C(C1C=CC=CC=1)C.[OH:41]O, predict the reaction product. The product is: [Br:1][C:2]1[CH:3]=[CH:4][C:5]([C@:8]([CH:29]2[CH2:31][CH2:30]2)([CH3:9])[CH:10]=[O:41])=[CH:6][CH:7]=1.